Dataset: Full USPTO retrosynthesis dataset with 1.9M reactions from patents (1976-2016). Task: Predict the reactants needed to synthesize the given product. (1) Given the product [C:2]([C:7]1[S:11][C:10]([CH2:12][N:13]2[CH:17]=[CH:16][C:15]([NH:18][C:30]([C:26]3[N:27]=[CH:28][O:29][C:25]=3[C:19]3[CH:20]=[CH:21][CH:22]=[CH:23][CH:24]=3)=[O:31])=[N:14]2)=[CH:9][CH:8]=1)(=[O:6])[CH3:1], predict the reactants needed to synthesize it. The reactants are: [CH3:1][C:2]1([C:7]2[S:11][C:10]([CH2:12][N:13]3[CH:17]=[CH:16][C:15]([NH2:18])=[N:14]3)=[CH:9][CH:8]=2)[O:6]CCO1.[C:19]1([C:25]2[O:29][CH:28]=[N:27][C:26]=2[C:30](O)=[O:31])[CH:24]=[CH:23][CH:22]=[CH:21][CH:20]=1. (2) Given the product [F:12][C:9]1[CH:10]=[C:11]2[C:6](=[CH:7][C:8]=1[F:13])[N:5]=[CH:4][C:3]([C:14]([O:16][CH2:17][CH3:18])=[O:15])=[CH:2]2, predict the reactants needed to synthesize it. The reactants are: Cl[C:2]1[C:11]2[C:6](=[CH:7][C:8]([F:13])=[C:9]([F:12])[CH:10]=2)[N:5]=[CH:4][C:3]=1[C:14]([O:16][CH2:17][CH3:18])=[O:15].C(N(CC)CC)C. (3) Given the product [Cl:1][C:2]1[CH:12]=[CH:11][C:5]([O:6][CH2:7][C:8]([OH:10])=[O:9])=[C:4]([CH2:13][N:14]2[CH2:19][CH2:18][N:17]([C:38](=[O:39])[CH2:37][C:31]3[CH:36]=[CH:35][CH:34]=[CH:33][CH:32]=3)[CH:16]([CH3:30])[CH2:15]2)[CH:3]=1, predict the reactants needed to synthesize it. The reactants are: [Cl:1][C:2]1[CH:12]=[CH:11][C:5]([O:6][CH2:7][C:8]([OH:10])=[O:9])=[C:4]([CH2:13][N:14]2[CH2:19][CH2:18][N:17](S(CC3C=CC=CC=3)(=O)=O)[CH:16]([CH3:30])[CH2:15]2)[CH:3]=1.[C:31]1([CH2:37][C:38](Cl)=[O:39])[CH:36]=[CH:35][CH:34]=[CH:33][CH:32]=1. (4) Given the product [CH3:1][O:2][C:3]1[C:8]2[CH2:9][CH2:10][CH2:11][CH:12]([N:14]3[CH2:19][CH2:18][O:17][CH2:16][CH2:15]3)[CH2:13][C:7]=2[CH:6]=[CH:5][C:4]=1[NH2:20], predict the reactants needed to synthesize it. The reactants are: [CH3:1][O:2][C:3]1[C:8]2[CH2:9][CH2:10][CH2:11][CH:12]([N:14]3[CH2:19][CH2:18][O:17][CH2:16][CH2:15]3)[CH2:13][C:7]=2[CH:6]=[CH:5][C:4]=1[N+:20]([O-])=O. (5) The reactants are: [OH:1][C:2]1[CH:9]=[CH:8][CH:7]=[CH:6][C:3]=1[C:4]#[N:5].C([O-])([O-])=O.[K+].[K+].Cl[CH2:17][C:18](=[O:20])[CH3:19]. Given the product [NH2:5][C:4]1[C:3]2[CH:6]=[CH:7][CH:8]=[CH:9][C:2]=2[O:1][C:17]=1[C:18](=[O:20])[CH3:19], predict the reactants needed to synthesize it. (6) The reactants are: C(OC([N:8]1[C:16]2[C:11](=[CH:12][CH:13]=[CH:14][CH:15]=2)[C:10]([CH2:17][CH:18]2[C:27]3[N:23]([C:24]([C:28]4[CH:33]=[CH:32][CH:31]=[CH:30][CH:29]=4)=[N:25][N:26]=3)[C:22]3[CH:34]=[CH:35][CH:36]=[CH:37][C:21]=3[N:20]([CH2:38][C:39](=[O:50])[N:40]([CH:47]([CH3:49])[CH3:48])[C:41]3[CH:46]=[CH:45][CH:44]=[CH:43][CH:42]=3)[C:19]2=[O:51])=[N:9]1)=O)(C)(C)C.Cl. Given the product [NH:8]1[C:16]2[C:11](=[CH:12][CH:13]=[CH:14][CH:15]=2)[C:10]([CH2:17][CH:18]2[C:27]3[N:23]([C:24]([C:28]4[CH:33]=[CH:32][CH:31]=[CH:30][CH:29]=4)=[N:25][N:26]=3)[C:22]3[CH:34]=[CH:35][CH:36]=[CH:37][C:21]=3[N:20]([CH2:38][C:39]([N:40]([CH:47]([CH3:48])[CH3:49])[C:41]3[CH:46]=[CH:45][CH:44]=[CH:43][CH:42]=3)=[O:50])[C:19]2=[O:51])=[N:9]1, predict the reactants needed to synthesize it. (7) Given the product [F:1][C:2]1[CH:7]=[CH:6][CH:5]=[C:4]([F:8])[C:3]=1[C:9]([NH:11][C:12]1[S:13][C:14]([C:26]2[C:25]([CH3:37])=[CH:24][C:22]3[O:23][C:19]([F:18])([F:38])[O:20][C:21]=3[CH:27]=2)=[CH:15][N:16]=1)=[O:10], predict the reactants needed to synthesize it. The reactants are: [F:1][C:2]1[CH:7]=[CH:6][CH:5]=[C:4]([F:8])[C:3]=1[C:9]([NH:11][C:12]1[S:13][C:14](Br)=[CH:15][N:16]=1)=[O:10].[F:18][C:19]1([F:38])[O:23][C:22]2[CH:24]=[C:25]([CH3:37])[C:26](B3OC(C)(C)C(C)(C)O3)=[CH:27][C:21]=2[O:20]1.[O-]P([O-])([O-])=O.[K+].[K+].[K+]. (8) Given the product [N+:18]([C:9]1[CH:8]=[C:7]([C:21]2[CH:26]=[CH:25][CH:24]=[CH:23][CH:22]=2)[C:6]([O:5][CH2:4][C:3]([OH:27])=[O:2])=[C:11]([C:12]2[CH:13]=[CH:14][CH:15]=[CH:16][CH:17]=2)[CH:10]=1)([O-:20])=[O:19], predict the reactants needed to synthesize it. The reactants are: C[O:2][C:3](=[O:27])[CH2:4][O:5][C:6]1[C:11]([C:12]2[CH:17]=[CH:16][CH:15]=[CH:14][CH:13]=2)=[CH:10][C:9]([N+:18]([O-:20])=[O:19])=[CH:8][C:7]=1[C:21]1[CH:26]=[CH:25][CH:24]=[CH:23][CH:22]=1.[K+].[Br-]. (9) The reactants are: [C:1]([O-:7])(=[O:6])[CH2:2][C:3]([O-:5])=O.[K+].[K+].[CH2:10](N(CC)CC)[CH3:11].[Cl-].[Mg+2].[Cl-].[Br:20][C:21]1[CH:22]=[C:23]([CH2:27]C(O)=O)[CH:24]=[CH:25][CH:26]=1.C(N1C=CN=C1)(N1C=CN=C1)=O. Given the product [CH2:10]([O:7][C:1](=[O:6])[CH2:2][C:3](=[O:5])[CH2:27][C:23]1[CH:24]=[CH:25][CH:26]=[C:21]([Br:20])[CH:22]=1)[CH3:11], predict the reactants needed to synthesize it.